Dataset: Catalyst prediction with 721,799 reactions and 888 catalyst types from USPTO. Task: Predict which catalyst facilitates the given reaction. (1) Product: [Cl:1][C:2]1[CH:3]=[CH:4][C:5]2[N:6]([C:10]([CH3:23])=[C:11]([C:13]3[CH:18]=[CH:17][C:16]([CH3:19])=[C:15]([N+:20]([O-:22])=[O:21])[CH:14]=3)[N:8]=2)[N:7]=1. Reactant: [Cl:1][C:2]1[N:7]=[N:6][C:5]([NH2:8])=[CH:4][CH:3]=1.Br[CH:10]([CH3:23])[C:11]([C:13]1[CH:18]=[CH:17][C:16]([CH3:19])=[C:15]([N+:20]([O-:22])=[O:21])[CH:14]=1)=O. The catalyst class is: 10. (2) Product: [CH3:19][C:16]([NH:15][C:2]1[CH:7]=[CH:6][C:5]([N+:8]([O-:10])=[O:9])=[C:4]([C:11]([F:14])([F:13])[F:12])[CH:3]=1)([CH3:20])[CH2:17][OH:18]. The catalyst class is: 197. Reactant: F[C:2]1[CH:7]=[CH:6][C:5]([N+:8]([O-:10])=[O:9])=[C:4]([C:11]([F:14])([F:13])[F:12])[CH:3]=1.[NH2:15][C:16]([CH3:20])([CH3:19])[CH2:17][OH:18].C(N(C(C)C)CC)(C)C. (3) Reactant: [F:1][C:2]([F:15])([F:14])[S:3]([O:6]S(C(F)(F)F)(=O)=O)(=[O:5])=[O:4].O[C:17]1[C:26]2[C:21](=[CH:22][CH:23]=[C:24]([C:27]([O:29][CH3:30])=[O:28])[CH:25]=2)[CH:20]=[CH:19][N:18]=1.N1C=CC=CC=1.ClCCl. Product: [F:1][C:2]([F:15])([F:14])[S:3]([O:6][C:17]1[C:26]2[C:21](=[CH:22][CH:23]=[C:24]([C:27]([O:29][CH3:30])=[O:28])[CH:25]=2)[CH:20]=[CH:19][N:18]=1)(=[O:5])=[O:4]. The catalyst class is: 6.